From a dataset of Experimentally validated miRNA-target interactions with 360,000+ pairs, plus equal number of negative samples. Binary Classification. Given a miRNA mature sequence and a target amino acid sequence, predict their likelihood of interaction. (1) The miRNA is mmu-miR-143-3p with sequence UGAGAUGAAGCACUGUAGCUC. The protein sequence of the target gene is MLRACQLSGVTAAAQSCLCGKFVLRPLRPCRRYSTSGSSGLTTGKIAGAGLLFVGGGIGGTILYAKWDSHFRESVEKTIPYSDKLFEMVLGPAAYNVPLPKKSIQSGPLKISSVSEVMKESKQPASQLQKQKGDTPASATAPTEAAQIISAAGDTLSVPAPAVQPEESLKTDHPEIGEGKPTPALSEEASSSSIRERPPEEVAARLAQQEKQEQVKIESLAKSLEDALRQTASVTLQAIAAQNAAVQAVNAHSNILKAAMDNSEIAGEKKSAQWRTVEGALKERRKAVDEAADALLKAKE.... Result: 0 (no interaction). (2) The miRNA is hsa-miR-1207-5p with sequence UGGCAGGGAGGCUGGGAGGGG. The protein sequence of the target gene is MEFVMKQALGGATKDMGKMLGGDEEKDPDAAKKEEERQEALRQAEEERKAKYAKMEAEREAVRQGIRDKYGIKKKEEREAEAQAAMEANSEGSLTRPKKAIPPGCGDEVEEEDESILDTVIKYLPGPLQDMLKK. Result: 1 (interaction). (3) The miRNA is gga-miR-146b-3p with sequence CCCUAUGGAUUCAGUUCUGC. The protein sequence of the target gene is MARCSNSMALLFSFGLLWLCSGVLGTDTEERLVEHLLDPSRYNKLIRPATNGSELVTVQLMVSLAQLISVHEREQIMTTNVWLTQEWEDYRLTWKPEDFDNMKKVRLPSKHIWLPDVVLYNNADGMYEVSFYSNAVVSYDGSIFWLPPAIYKSACKIEVKHFPFDQQNCTMKFRSWTYDRTEIDLVLKSDVASLDDFTPSGEWDIIALPGRRNENPDDSTYVDITYDFIIRRKPLFYTINLIIPCVLITSLAILVFYLPSDCGEKMTLCISVLLALTVFLLLISKIVPPTSLDVPLVGKY.... Result: 0 (no interaction). (4) The miRNA is hsa-miR-1296-5p with sequence UUAGGGCCCUGGCUCCAUCUCC. The protein sequence of the target gene is MRPTLLWSLLLLLGVFAAAAAAPPDPLSQLPAPQHPKIRLYNAEQVLSWEPVALSNSTRPVVYQVQFKYTDSKWFTADIMSIGVNCTQITATECDFTAASPSAGFPMDFNVTLRLRAELGALHSAWVTMPWFQHYRNVTVGPPENIEVTPGEGSLIIRFSSPFDIADTSTAFFCYYVHYWEKGGIQQVKGPFRSNSISLDNLKPSRVYCLQVQAQLLWNKSNIFRVGHLSNISCYETMADASTELQQVILISVGTFSLLSVLAGACFFLVLKYRGLIKYWFHTPPSIPLQIEEYLKDPTQ.... Result: 1 (interaction). (5) The miRNA is hsa-miR-452-3p with sequence CUCAUCUGCAAAGAAGUAAGUG. The protein sequence of the target gene is MPSEPSAPLPQPLPPDGGWGWVVVCASFISIGFSYAFPKAVTVFFKDIQEIFNTTSSQIAWISSIMLAVMYAGGPISSVLVNNYGSRPVVIVGGLLCCIGMILASYSNSVIELYLTVGFIGGLGLAFNLQPALTIIGKYFYRRRPLANGCAMAGSPVFLSTLAPFNQYLFNNYGWKGSFLILGGIFLHSCVAGCLMRPVGPSPNTKKSKSKVGSRHDSTLKKASKVSTAQKVNRFLDFSLFMHRGFLIYLSGNVILFLGIFAPIIFLAQYAKHIGVDDYNSAFLLSVMAFIDMFARPSVG.... Result: 0 (no interaction). (6) The miRNA is gga-miR-21-5p with sequence UAGCUUAUCAGACUGAUGUUGA. Result: 0 (no interaction). The protein sequence of the target gene is MGREQDLILAVKNGDVTCVQKLVAKVKAAKTKLLGSTKRLNINYQDADGFSALHHAALGGSLELIALLLEAQATVDIKDSNGMRPLHYAAWQGRLEPVRLLLRASAAVNAASLDGQIPLHLAAQYGHYEVSEMLLQHQSNPCLVNKLKKTPLDLACEFGRLKVAQLLLNSHLCVALLEGEAKDPCDPNYTTPLHLAAKNGHREVIRQLLKAGIEINRQTKTGTALHEAALYGKTEVVRLLLEGGVDVNIRNTYNQTALDIVNQFTTSQASREIKQLLREASGILKVRALKDFWNLHDPTA.... (7) The miRNA is rno-miR-203a-3p with sequence GUGAAAUGUUUAGGACCACUAG. The protein sequence of the target gene is MSALTRLASFARVGGRLFRSGCARTAGDGGVRHAGGGVHIEPRYRQFPQLTRSQVFQSEFFSGLMWFWILWRFWHDSEEVLGHFPYPDPSQWTDEELGIPPDDED. Result: 0 (no interaction). (8) The miRNA is hsa-miR-6768-3p with sequence CAAAGGCCACAUUCUCCUGUGCAC. The protein sequence of the target gene is MGESPASAVLNASAGLFSLKMETLESELTCPICLELFEDPLLLPCAHSLCFSCAHRILVSSCSSGESIEPITAFQCPTCRYVISLNHRGLDGLKRNVTLQNIIDRFQKASVSGPNSPSESRRERTYRPSSAMSSERIACQFCEQDPPRDAVKTCITCEVSYCDRCLRATHPNKKPFTSHRLVEPVSDTHLRGITCLDHENEKVNMYCVSDDQLICALCKLVGRHRDHQVASLNDRFEKLKQTLEMNLTNLVKRNSELENQMAKLIQICQQVEVNTAMHEAKLMEECDELVEIIQQRKQMI.... Result: 0 (no interaction).